From a dataset of Peptide-MHC class I binding affinity with 185,985 pairs from IEDB/IMGT. Regression. Given a peptide amino acid sequence and an MHC pseudo amino acid sequence, predict their binding affinity value. This is MHC class I binding data. (1) The binding affinity (normalized) is 0. The peptide sequence is HSLSVETIT. The MHC is HLA-A02:01 with pseudo-sequence HLA-A02:01. (2) The peptide sequence is GGAGNDTLV. The MHC is H-2-Db with pseudo-sequence H-2-Db. The binding affinity (normalized) is 0.